This data is from CYP2D6 inhibition data for predicting drug metabolism from PubChem BioAssay. The task is: Regression/Classification. Given a drug SMILES string, predict its absorption, distribution, metabolism, or excretion properties. Task type varies by dataset: regression for continuous measurements (e.g., permeability, clearance, half-life) or binary classification for categorical outcomes (e.g., BBB penetration, CYP inhibition). Dataset: cyp2d6_veith. (1) The result is 0 (non-inhibitor). The molecule is COc1cc(/C=N\Nc2ccc([N+](=O)[O-])cc2)ccc1OCC(=O)Nc1ccc(C)c(C)c1. (2) The drug is O=[N+]([O-])c1cccc2cn[nH]c12. The result is 0 (non-inhibitor).